Dataset: Reaction yield outcomes from USPTO patents with 853,638 reactions. Task: Predict the reaction yield, written as a fraction of the theoretical maximum amount of product (1.0 means a 100% yield; for example, 0.34 means a 34% yield). (1) The reactants are [CH2:1]([O:3][C:4]1[CH:5]=[C:6]([C@H:12]([N:18]2[C:26](=[O:27])[C:25]3[C:20](=[CH:21][CH:22]=[CH:23][C:24]=3[NH:28][C:29]([CH:31]3[CH2:33][CH2:32]3)=[O:30])[CH2:19]2)[CH2:13][C:14](=[O:17])[NH:15][OH:16])[CH:7]=[CH:8][C:9]=1[O:10][CH3:11])[CH3:2].[CH:34]1([C:37](Cl)=[O:38])[CH2:36][CH2:35]1. The catalyst is C(#N)C. The product is [CH:34]1([C:37]([O:16][NH:15][C:14]([CH2:13][C@@H:12]([N:18]2[C:26](=[O:27])[C:25]3[C:20](=[CH:21][CH:22]=[CH:23][C:24]=3[NH:28][C:29]([CH:31]3[CH2:33][CH2:32]3)=[O:30])[CH2:19]2)[C:6]2[CH:7]=[CH:8][C:9]([O:10][CH3:11])=[C:4]([O:3][CH2:1][CH3:2])[CH:5]=2)=[O:17])=[O:38])[CH2:36][CH2:35]1. The yield is 0.660. (2) The reactants are C1N=[CH:4][N:3]([C:6]([N:8]2C=N[CH:10]=[CH:9]2)=[O:7])C=1.C(N(CC)CC)C.[F:20][C:21]1[CH:27]=[C:26]([I:28])[CH:25]=CC=1N.CN. The catalyst is CN(C)C=O.CO.O.C1(C)C=CC=CC=1. The product is [F:20][C:21]1[CH:27]=[C:26]([I:28])[CH:25]=[CH:10][C:9]=1[NH:8][C:6]([NH:3][CH3:4])=[O:7]. The yield is 0.948. (3) The yield is 0.880. The catalyst is O=P(Cl)(Cl)Cl. The product is [F:22][C:21]([F:24])([F:23])[C:20]([N:17]1[CH2:18][CH2:19][CH:14]([C:12]2[C:6]3[C:5](=[CH:4][C:3]([O:2][CH3:1])=[CH:8][CH:7]=3)[CH2:9][CH2:10][N:11]=2)[CH2:15][CH2:16]1)=[O:25]. The reactants are [CH3:1][O:2][C:3]1[CH:4]=[C:5]([CH2:9][CH2:10][NH:11][C:12]([CH:14]2[CH2:19][CH2:18][N:17]([C:20](=[O:25])[C:21]([F:24])([F:23])[F:22])[CH2:16][CH2:15]2)=O)[CH:6]=[CH:7][CH:8]=1.